Dataset: Catalyst prediction with 721,799 reactions and 888 catalyst types from USPTO. Task: Predict which catalyst facilitates the given reaction. Reactant: [CH3:1][O:2][C:3]([NH:5][C:6]1[CH:23]=[C:22]2[C:9]([C:10]3[CH:34]=[C:14]([C@@H:15]([NH:26][C:27](=[O:33])[O:28][C:29]([CH3:32])([CH3:31])[CH3:30])[CH2:16][CH:17]=[CH:18][C@@H:19]([CH3:25])[C:20](=[O:24])[NH:21]2)[N:13]=[CH:12][CH:11]=3)=[CH:8][CH:7]=1)=[O:4].C([O-])(=[O:37])C.[Na+].OO. Product: [OH:37][CH:17]1[CH2:16][C@H:15]([NH:26][C:27](=[O:33])[O:28][C:29]([CH3:30])([CH3:32])[CH3:31])[C:14]2=[CH:34][C:10](=[CH:11][CH:12]=[N:13]2)[C:9]2[C:22](=[CH:23][C:6]([NH:5][C:3]([O:2][CH3:1])=[O:4])=[CH:7][CH:8]=2)[NH:21][C:20](=[O:24])[C@H:19]([CH3:25])[CH2:18]1. The catalyst class is: 20.